Task: Predict the reactants needed to synthesize the given product.. Dataset: Retrosynthesis with 50K atom-mapped reactions and 10 reaction types from USPTO (1) Given the product CCCN1CCC(Oc2ccc(C(=O)Nc3ccc(Oc4ccc(NC(=O)NC(CC)CC)cc4)c(C)c3)cc2)CC1, predict the reactants needed to synthesize it. The reactants are: CCC(CC)NC(=O)Nc1ccc(Oc2ccc(NC(=O)c3ccc(OC4CCNCC4)cc3)cc2C)cc1.CCC=O. (2) Given the product Clc1cc(Cl)c2c(c1)CC(OCCBr)c1ccccc1S2, predict the reactants needed to synthesize it. The reactants are: Clc1cc(Cl)c2c(c1)CC(Cl)c1ccccc1S2.OCCBr. (3) Given the product CON(C)C(=O)CCc1ccccc1, predict the reactants needed to synthesize it. The reactants are: CNOC.COC(=O)CCc1ccccc1.